This data is from Reaction yield outcomes from USPTO patents with 853,638 reactions. The task is: Predict the reaction yield, written as a fraction of the theoretical maximum amount of product (1.0 means a 100% yield; for example, 0.34 means a 34% yield). The reactants are [C:1]1([CH2:7][CH2:8][CH2:9][CH2:10][CH2:11][CH2:12][CH2:13][CH2:14][CH2:15][CH2:16][CH2:17][CH2:18][CH2:19][CH2:20][CH2:21][CH2:22][CH2:23][CH3:24])[CH:6]=[CH:5][CH:4]=[CH:3][CH:2]=1.[Cl:25][S:26](O)(=[O:28])=[O:27]. The catalyst is C(Cl)(Cl)Cl. The product is [CH2:7]([C:1]1[CH:6]=[CH:5][C:4]([S:26]([Cl:25])(=[O:28])=[O:27])=[CH:3][CH:2]=1)[CH2:8][CH2:9][CH2:10][CH2:11][CH2:12][CH2:13][CH2:14][CH2:15][CH2:16][CH2:17][CH2:18][CH2:19][CH2:20][CH2:21][CH2:22][CH2:23][CH3:24]. The yield is 0.560.